Dataset: Catalyst prediction with 721,799 reactions and 888 catalyst types from USPTO. Task: Predict which catalyst facilitates the given reaction. (1) Reactant: [C:1]([O:5][C:6]([NH:8][CH:9]([C:22]([NH:24][CH3:25])=[O:23])[CH2:10][NH:11]C(=O)OCC1C=CC=CC=1)=[O:7])([CH3:4])([CH3:3])[CH3:2]. Product: [NH2:11][CH2:10][C@@H:9]([C:22]([NH:24][CH3:25])=[O:23])[NH:8][C:6]([O:5][C:1]([CH3:2])([CH3:3])[CH3:4])=[O:7]. The catalyst class is: 19. (2) Reactant: [N+:1]([C:4]1[N:5]=[CH:6][N:7]2[C:11]([C:12]([F:15])([F:14])[F:13])=[C:10]([C:16]([O-:18])=[O:17])[S:9][C:8]=12)([O-])=O.[ClH:19].O1CCO[CH2:22][CH2:21]1. Product: [ClH:19].[NH2:1][C:4]1[N:5]=[CH:6][N:7]2[C:11]([C:12]([F:15])([F:14])[F:13])=[C:10]([C:16]([O:18][CH2:21][CH3:22])=[O:17])[S:9][C:8]=12. The catalyst class is: 153. (3) Reactant: C([O:3][C:4](=[O:20])[CH2:5][N:6]([C:8](=[O:19])[CH2:9][N:10]([C:12]([O:14][C:15]([CH3:18])([CH3:17])[CH3:16])=[O:13])[CH3:11])[CH3:7])C.[Li+].[OH-]. Product: [C:15]([O:14][C:12]([N:10]([CH3:11])[CH2:9][C:8]([N:6]([CH2:5][C:4]([OH:20])=[O:3])[CH3:7])=[O:19])=[O:13])([CH3:18])([CH3:17])[CH3:16]. The catalyst class is: 90. (4) Reactant: [F:1][C:2]1[CH:3]=[C:4]([N:9]2[C:14]3[N:15]=[CH:16][C:17]([F:19])=[CH:18][C:13]=3[C:12](=[O:20])[N:11]([CH:21]3[CH2:26][CH2:25][N:24](C(OC(C)(C)C)=O)[CH2:23][CH2:22]3)[C:10]2=[O:34])[CH:5]=[CH:6][C:7]=1[F:8].[ClH:35]. Product: [ClH:35].[F:1][C:2]1[CH:3]=[C:4]([N:9]2[C:14]3[N:15]=[CH:16][C:17]([F:19])=[CH:18][C:13]=3[C:12](=[O:20])[N:11]([CH:21]3[CH2:22][CH2:23][NH:24][CH2:25][CH2:26]3)[C:10]2=[O:34])[CH:5]=[CH:6][C:7]=1[F:8]. The catalyst class is: 12.